This data is from Reaction yield outcomes from USPTO patents with 853,638 reactions. The task is: Predict the reaction yield, written as a fraction of the theoretical maximum amount of product (1.0 means a 100% yield; for example, 0.34 means a 34% yield). (1) The reactants are [CH3:1][S:2]([NH:5][C:6]1[CH:7]=[C:8](B(O)O)[CH:9]=[CH:10][CH:11]=1)(=[O:4])=[O:3].I[C:16]1[C:24]2[C:19](=[N:20][CH:21]=[N:22][C:23]=2[NH2:25])[N:18]([CH:26]([CH3:28])[CH3:27])[N:17]=1.C([O-])([O-])=O.[Na+].[Na+]. The catalyst is CCO.COCCOC.C1C=CC([P]([Pd]([P](C2C=CC=CC=2)(C2C=CC=CC=2)C2C=CC=CC=2)([P](C2C=CC=CC=2)(C2C=CC=CC=2)C2C=CC=CC=2)[P](C2C=CC=CC=2)(C2C=CC=CC=2)C2C=CC=CC=2)(C2C=CC=CC=2)C2C=CC=CC=2)=CC=1. The product is [NH2:25][C:23]1[N:22]=[CH:21][N:20]=[C:19]2[N:18]([CH:26]([CH3:28])[CH3:27])[N:17]=[C:16]([C:8]3[CH:7]=[C:6]([NH:5][S:2]([CH3:1])(=[O:4])=[O:3])[CH:11]=[CH:10][CH:9]=3)[C:24]=12. The yield is 0.540. (2) The reactants are [C:1]([C:3]1[CH:4]=[C:5]([CH:28]=[CH:29][CH:30]=1)[O:6][C:7]1[CH:27]=[CH:26][C:10]([O:11][C:12]2[N:20]=[C:19]([CH:21]3[CH2:25][CH2:24][NH:23][CH2:22]3)[CH:18]=[CH:17][C:13]=2[C:14]([NH2:16])=[O:15])=[CH:9][CH:8]=1)#[N:2].C(N(C(C)C)C(C)C)C.[C:40](Cl)(=[O:43])[CH:41]=[CH2:42]. The catalyst is C(Cl)Cl. The product is [C:40]([N:23]1[CH2:24][CH2:25][CH:21]([C:19]2[CH:18]=[CH:17][C:13]([C:14]([NH2:16])=[O:15])=[C:12]([O:11][C:10]3[CH:26]=[CH:27][C:7]([O:6][C:5]4[CH:28]=[CH:29][CH:30]=[C:3]([C:1]#[N:2])[CH:4]=4)=[CH:8][CH:9]=3)[N:20]=2)[CH2:22]1)(=[O:43])[CH:41]=[CH2:42]. The yield is 0.270. (3) The reactants are [Cl:1][C:2]1[CH:3]=[C:4]([C:9](=O)[CH2:10][C:11]2[CH:16]=[CH:15][CH:14]=[CH:13][CH:12]=2)[CH:5]=[C:6]([F:8])[CH:7]=1.[CH2:18]([O:20][C:21]1[CH:22]=[C:23]([CH:26]=[C:27]([N+:30]([O-:32])=[O:31])[C:28]=1[OH:29])[CH:24]=O)[CH3:19].[NH2:33][C:34]([NH2:36])=[O:35].Cl. The catalyst is CCO.CCOC(C)=O. The product is [Cl:1][C:2]1[CH:3]=[C:4]([C:9]2[NH:36][C:34](=[O:35])[NH:33][CH:24]([C:23]3[CH:26]=[C:27]([N+:30]([O-:32])=[O:31])[C:28]([OH:29])=[C:21]([O:20][CH2:18][CH3:19])[CH:22]=3)[C:10]=2[C:11]2[CH:16]=[CH:15][CH:14]=[CH:13][CH:12]=2)[CH:5]=[C:6]([F:8])[CH:7]=1. The yield is 0.580. (4) The reactants are [CH3:1][CH:2]1[CH2:11][C:10]2[C:5](=[CH:6][CH:7]=[CH:8][CH:9]=2)[NH:4][CH2:3]1.[N+:12]([O-])([OH:14])=[O:13]. The catalyst is S(=O)(=O)(O)O. The product is [N+:12]([C:7]1[CH:6]=[C:5]2[C:10]([CH2:11][CH:2]([CH3:1])[CH2:3][NH:4]2)=[CH:9][CH:8]=1)([O-:14])=[O:13]. The yield is 0.120. (5) The reactants are [NH2:1][C:2]1[CH:3]=[C:4]2[C:9](=[C:10]([Cl:12])[CH:11]=1)[N:8]=[CH:7][C:6]([C:13]#[N:14])=[C:5]2[NH:15][C:16]1[CH:21]=[CH:20][C:19]([F:22])=[C:18]([Cl:23])[CH:17]=1.[N+:24]1([O-:32])[C:25]([CH:30]=O)=[CH:26][CH:27]=[CH:28][CH:29]=1.[BH3-]C#N.[Na+]. The catalyst is CCO. The product is [Cl:12][C:10]1[CH:11]=[C:2]([NH:1][CH2:30][C:25]2[CH:26]=[CH:27][CH:28]=[CH:29][N+:24]=2[O-:32])[CH:3]=[C:4]2[C:9]=1[N:8]=[CH:7][C:6]([C:13]#[N:14])=[C:5]2[NH:15][C:16]1[CH:21]=[CH:20][C:19]([F:22])=[C:18]([Cl:23])[CH:17]=1. The yield is 0.500. (6) The reactants are [CH:1]1[C:10]2[C:5](=[CH:6][CH:7]=[CH:8][CH:9]=2)[CH:4]=[CH:3][N:2]=1.[Br:11]NC(=O)CCC(N)=O.[OH-].[NH4+]. The catalyst is S(=O)(=O)(O)O. The product is [Br:11][C:6]1[CH:7]=[CH:8][CH:9]=[C:10]2[C:5]=1[CH:4]=[CH:3][N:2]=[CH:1]2. The yield is 0.810.